From a dataset of Full USPTO retrosynthesis dataset with 1.9M reactions from patents (1976-2016). Predict the reactants needed to synthesize the given product. (1) Given the product [C:35]([O:34][C:31]1[CH:30]=[CH:29][C:28]([C@H:24]2[CH2:23][N:22]3[C@H:26]([CH:27]=[C:19]([C:11]4[C:12]([C:13]5[CH:14]=[CH:15][N:16]=[CH:17][CH:18]=5)=[C:8]([C:5]5[CH:6]=[CH:7][C:2]([F:1])=[CH:3][CH:4]=5)[NH:9][CH:10]=4)[CH2:20][CH2:21]3)[CH2:25]2)=[CH:33][CH:32]=1)(=[O:37])[CH3:36], predict the reactants needed to synthesize it. The reactants are: [F:1][C:2]1[CH:7]=[CH:6][C:5]([C:8]2[NH:9][CH:10]=[C:11]([C:19]3[CH2:20][CH2:21][N:22]4[C@H:26]([CH:27]=3)[CH2:25][C@@H:24]([C:28]3[CH:33]=[CH:32][C:31]([OH:34])=[CH:30][CH:29]=3)[CH2:23]4)[C:12]=2[C:13]2[CH:18]=[CH:17][N:16]=[CH:15][CH:14]=2)=[CH:4][CH:3]=1.[C:35](OC(=O)C)(=[O:37])[CH3:36]. (2) Given the product [F:40][C:14]([F:13])([C:20]1[NH:25][C:24](=[O:26])[CH:23]=[C:22]([N:34]2[CH2:39][CH2:38][O:37][CH2:36][CH2:35]2)[N:21]=1)[C:15]([NH:10][C:9]1[CH:11]=[CH:12][C:6]([F:5])=[CH:7][CH:8]=1)=[O:16], predict the reactants needed to synthesize it. The reactants are: [Cl-].[Cl-].[Cl-].[Al+3].[F:5][C:6]1[CH:12]=[CH:11][C:9]([NH2:10])=[CH:8][CH:7]=1.[F:13][C:14]([F:40])([C:20]1[N:25]=[C:24]([O:26]C(OC(C)(C)C)=O)[CH:23]=[C:22]([N:34]2[CH2:39][CH2:38][O:37][CH2:36][CH2:35]2)[N:21]=1)[C:15](OCC)=[O:16].P([O-])(O)(O)=O.[K+]. (3) Given the product [NH2:26][C:17]1[CH:18]=[C:19]([C:22]([F:24])([F:23])[F:25])[CH:20]=[CH:21][C:16]=1[S:13]([NH:12][C:9]1[CH:10]=[CH:11][C:2]([Cl:1])=[C:3]2[C:8]=1[N:7]=[CH:6][CH:5]=[CH:4]2)(=[O:14])=[O:15], predict the reactants needed to synthesize it. The reactants are: [Cl:1][C:2]1[CH:11]=[CH:10][C:9]([NH:12][S:13]([C:16]2[CH:21]=[CH:20][C:19]([C:22]([F:25])([F:24])[F:23])=[CH:18][C:17]=2[N+:26]([O-])=O)(=[O:15])=[O:14])=[C:8]2[C:3]=1[CH:4]=[CH:5][CH:6]=[N:7]2.O.NN. (4) Given the product [C:44]([O:43][C:41]([NH:40][C@H:39]([C:48]([O:50][CH3:51])=[O:49])[CH2:38][C:37]1[CH:36]=[CH:35][C:34]([N:33]2[C:4](=[O:6])[C:3]3[CH:8]=[CH:9][N:10]=[CH:11][C:2]=3[NH:1][C:22]2=[O:24])=[CH:53][CH:52]=1)=[O:42])([CH3:45])([CH3:46])[CH3:47], predict the reactants needed to synthesize it. The reactants are: [NH2:1][C:2]1[CH:11]=[N:10][CH:9]=[CH:8][C:3]=1[C:4]([O:6]C)=O.C(N(C(C)C)CC)(C)C.Cl[C:22](Cl)([O:24]C(=O)OC(Cl)(Cl)Cl)Cl.[NH2:33][C:34]1[CH:53]=[CH:52][C:37]([CH2:38][C@@H:39]([C:48]([O:50][CH3:51])=[O:49])[NH:40][C:41]([O:43][C:44]([CH3:47])([CH3:46])[CH3:45])=[O:42])=[CH:36][CH:35]=1.C(=O)([O-])[O-].[K+].[K+]. (5) Given the product [F:1][C:2]1[CH:3]=[C:4]([C:8]2[C:16]3[C:11](=[CH:12][CH:13]=[C:14]([CH2:17][O:18][C@H:19]4[CH2:23][CH2:22][O:21][CH2:20]4)[CH:15]=3)[NH:10][N:9]=2)[CH:5]=[CH:6][CH:7]=1, predict the reactants needed to synthesize it. The reactants are: [F:1][C:2]1[CH:3]=[C:4]([C:8]2[C:16]3[C:11](=[CH:12][CH:13]=[C:14]([CH2:17][O:18][C@H:19]4[CH2:23][CH2:22][O:21][CH2:20]4)[CH:15]=3)[N:10](C(C3C=CC=CC=3)(C3C=CC=CC=3)C3C=CC=CC=3)[N:9]=2)[CH:5]=[CH:6][CH:7]=1.C([SiH](C(C)C)C(C)C)(C)C.FC(F)(F)C(O)=O.C(OCC)(=O)C. (6) Given the product [C:35]([NH2:33])(=[O:36])[C:14]1[CH:22]=[CH:18][CH:17]=[CH:16][CH:15]=1, predict the reactants needed to synthesize it. The reactants are: Cl.C(N=C=NCCCN(C)C)C.O[C:14]1[C:22]2N=NN[C:18]=2[CH:17]=[CH:16][CH:15]=1.C(N(C(C)C)CC)(C)C.C[N:33]([CH:35]=[O:36])C. (7) Given the product [C:15]([O:14][C:12]([N:1]1[CH2:6][CH2:5][CH2:4][C@@H:3]([C:7]([OH:9])=[O:8])[CH2:2]1)=[O:13])([CH3:18])([CH3:16])[CH3:17], predict the reactants needed to synthesize it. The reactants are: [N:1]1([C:12]([O:14][C:15]([CH3:18])([CH3:17])[CH3:16])=[O:13])[CH2:6][CH2:5][CH2:4][C@@H:3]([C:7]([O:9]CC)=[O:8])[CH2:2]1.[Li+].[OH-]. (8) Given the product [F:34][C:32]1[CH:33]=[C:28]([S:25]([N:17]2[CH2:16][CH2:15][C:14]3[C@:19]([C:21]([O:23][CH3:24])=[O:22])([CH2:20][C:11]4[CH:10]=[N:9][N:8]([C:5]5[CH:4]=[CH:3][C:2]([F:1])=[CH:7][CH:6]=5)[C:12]=4[CH:13]=3)[CH2:18]2)(=[O:27])=[O:26])[CH:29]=[C:30]([F:36])[C:31]=1[O:38][CH3:37], predict the reactants needed to synthesize it. The reactants are: [F:1][C:2]1[CH:7]=[CH:6][C:5]([N:8]2[C:12]3[CH:13]=[C:14]4[C@:19]([C:21]([O:23][CH3:24])=[O:22])([CH2:20][C:11]=3[CH:10]=[N:9]2)[CH2:18][N:17]([S:25]([C:28]2[CH:33]=[C:32]([F:34])[C:31](F)=[C:30]([F:36])[CH:29]=2)(=[O:27])=[O:26])[CH2:16][CH2:15]4)=[CH:4][CH:3]=1.[CH3:37][O-:38].[Na+]. (9) Given the product [C:7]([O:11][C:12](=[O:36])[NH:13][C@H:14]1[CH2:15][CH2:16][C@H:17]([CH:20]2[CH:33]([OH:4])[C:32]3[C:31]4[C:26](=[CH:27][CH:28]=[C:29]([O:34][CH3:35])[CH:30]=4)[N:25]=[CH:24][C:23]=3[O:22][CH2:21]2)[CH2:18][CH2:19]1)([CH3:10])([CH3:9])[CH3:8], predict the reactants needed to synthesize it. The reactants are: CC(C)([O-:4])C.[K+].[C:7]([O:11][C:12](=[O:36])[NH:13][C@H:14]1[CH2:19][CH2:18][C@H:17]([CH:20]2[CH2:33][C:32]3[C:31]4[C:26](=[CH:27][CH:28]=[C:29]([O:34][CH3:35])[CH:30]=4)[N:25]=[CH:24][C:23]=3[O:22][CH2:21]2)[CH2:16][CH2:15]1)([CH3:10])([CH3:9])[CH3:8]. (10) The reactants are: [Br:1][C:2]1[CH:7]=[CH:6][C:5]([Cl:8])=[CH:4][C:3]=1[CH2:9]Br.[CH3:11][O:12][C:13]1[CH:20]=[CH:19][C:16]([CH2:17][NH2:18])=[CH:15][CH:14]=1.C(=O)([O-])[O-].[K+].[K+]. Given the product [CH3:11][O:12][C:13]1[CH:20]=[CH:19][C:16]([CH2:17][NH:18][CH2:9][C:3]2[CH:4]=[C:5]([Cl:8])[CH:6]=[CH:7][C:2]=2[Br:1])=[CH:15][CH:14]=1, predict the reactants needed to synthesize it.